Dataset: Catalyst prediction with 721,799 reactions and 888 catalyst types from USPTO. Task: Predict which catalyst facilitates the given reaction. (1) The catalyst class is: 5. Reactant: [Br:1][C:2]1[CH:3]=[C:4]([NH2:9])[C:5]([NH2:8])=[CH:6][CH:7]=1.[N:10]#[C:11]Br. Product: [Br:1][C:2]1[CH:7]=[CH:6][C:5]2[N:8]=[C:11]([NH2:10])[NH:9][C:4]=2[CH:3]=1. (2) Reactant: [OH:1][CH2:2][C:3]1[CH:8]=[C:7]([O:9][CH3:10])[CH:6]=[C:5]([N:11]2[N:15]=[C:14]3[CH:16]=[CH:17][C:18]([O:20][CH3:21])=[CH:19][C:13]3=[N:12]2)[C:4]=1[OH:22].C(N(CC)CC)C.[C:30](Cl)(=[O:34])[C:31]([CH3:33])=[CH2:32]. Product: [C:30]([O:1][CH2:2][C:3]1[CH:8]=[C:7]([O:9][CH3:10])[CH:6]=[C:5]([N:11]2[N:15]=[C:14]3[CH:16]=[CH:17][C:18]([O:20][CH3:21])=[CH:19][C:13]3=[N:12]2)[C:4]=1[OH:22])(=[O:34])[C:31]([CH3:33])=[CH2:32]. The catalyst class is: 1. (3) Reactant: [CH3:1][O:2][C:3]1[CH:4]=[C:5]([CH:9]=[C:10]([O:12][CH3:13])[CH:11]=1)[C:6](Cl)=[O:7].COC1C=C(C([C:28]2[CH:33]=[CH:32][C:31]([O:34][CH3:35])=[C:30]([O:36][CH3:37])[C:29]=2[O:38]C)=CC#N)C=C(OC)C=1.COC1C=CC=C(OC)C=1OC.[Cl-].[Al+3].[Cl-].[Cl-].COC1C=CC(OC)=CC=1C(C1C=C(OC)C=C(OC)C=1)=O. Product: [CH3:1][O:2][C:3]1[CH:4]=[C:5]([C:6]([C:28]2[CH:33]=[CH:32][C:31]([O:34][CH3:35])=[C:30]([O:36][CH3:37])[C:29]=2[OH:38])=[O:7])[CH:9]=[C:10]([O:12][CH3:13])[CH:11]=1. The catalyst class is: 2. (4) Reactant: Br[C:2]1[CH:3]=[CH:4][C:5]([NH:8][C:9]([NH:11][C:12]2[CH:17]=[CH:16][CH:15]=[C:14]([C:18]([F:21])([F:20])[F:19])[CH:13]=2)=[O:10])=[N:6][CH:7]=1.B1(B2OC(C)(C)C(C)(C)O2)OC(C)(C)C(C)(C)O1.C1(P(C2CCCCC2)C2CCCCC2)CCCCC1.C([O-])(=O)C.[K+].I[C:65]1[N:69]2[CH:70]=[CH:71][C:72]([C:74]3[CH:79]=[CH:78][N:77]=[CH:76][CH:75]=3)=[CH:73][C:68]2=[N:67][CH:66]=1.C(=O)([O-])[O-].[Na+].[Na+]. Product: [N:77]1[CH:76]=[CH:75][C:74]([C:72]2[CH:71]=[CH:70][N:69]3[C:65]([C:2]4[CH:3]=[CH:4][C:5]([NH:8][C:9]([NH:11][C:12]5[CH:17]=[CH:16][CH:15]=[C:14]([C:18]([F:21])([F:20])[F:19])[CH:13]=5)=[O:10])=[N:6][CH:7]=4)=[CH:66][N:67]=[C:68]3[CH:73]=2)=[CH:79][CH:78]=1. The catalyst class is: 12.